Dataset: Forward reaction prediction with 1.9M reactions from USPTO patents (1976-2016). Task: Predict the product of the given reaction. (1) The product is: [CH2:1]([O:8][C:9]([NH:11][C:12]1[CH:17]=[CH:16][C:15]([C:18]2[O:19][C:20]([CH3:27])=[C:21]([C:23]([O:25][CH3:26])=[O:24])[N:22]=2)=[CH:14][C:13]=1[CH3:28])=[O:10])[C:2]1[CH:7]=[CH:6][CH:5]=[CH:4][CH:3]=1. Given the reactants [CH2:1]([O:8][C:9]([NH:11][C:12]1[CH:17]=[CH:16][C:15]([C:18]2[O:19][CH:20]([CH3:27])[CH:21]([C:23]([O:25][CH3:26])=[O:24])[N:22]=2)=[CH:14][C:13]=1[CH3:28])=[O:10])[C:2]1[CH:7]=[CH:6][CH:5]=[CH:4][CH:3]=1.BrCC(Cl)(Cl)Cl.C1CCN2C(=NCCC2)CC1, predict the reaction product. (2) Given the reactants [Cl:1][C:2]1[CH:25]=[CH:24][C:5]([CH2:6][NH:7][C:8]([C:10]2[C:11](=[O:23])[C:12]3[S:19][C:18]([CH2:20]Cl)=[C:17]([CH3:22])[C:13]=3[N:14]([CH3:16])[CH:15]=2)=[O:9])=[CH:4][CH:3]=1.[OH:26][CH2:27][CH2:28][O:29][C:30]1[CH:35]=[CH:34][C:33]([CH:36]([OH:40])[CH2:37][NH:38][CH3:39])=[CH:32][CH:31]=1.C(N(C(C)C)CC)(C)C, predict the reaction product. The product is: [Cl:1][C:2]1[CH:3]=[CH:4][C:5]([CH2:6][NH:7][C:8]([C:10]2[C:11](=[O:23])[C:12]3[S:19][C:18]([CH2:20][N:38]([CH2:37][CH:36]([OH:40])[C:33]4[CH:34]=[CH:35][C:30]([O:29][CH2:28][CH2:27][OH:26])=[CH:31][CH:32]=4)[CH3:39])=[C:17]([CH3:22])[C:13]=3[N:14]([CH3:16])[CH:15]=2)=[O:9])=[CH:24][CH:25]=1. (3) The product is: [F:8][C:9]1[CH:16]=[CH:15][C:12]([CH2:13][N:5]2[C:4](=[O:6])[CH2:3][CH2:2][C:1]2=[O:7])=[CH:11][CH:10]=1. Given the reactants [C:1]1(=[O:7])[NH:5][C:4](=[O:6])[CH2:3][CH2:2]1.[F:8][C:9]1[CH:16]=[CH:15][C:12]([CH2:13]Br)=[CH:11][CH:10]=1, predict the reaction product. (4) Given the reactants [F:1][CH:2]([F:14])[O:3][C:4]1[CH:9]=[CH:8][C:7]([CH2:10]O)=[CH:6][C:5]=1[O:12][CH3:13].N1C=CC=CC=1.CS([Cl:25])(=O)=O.C(=O)(O)[O-].[Na+], predict the reaction product. The product is: [Cl:25][CH2:10][C:7]1[CH:8]=[CH:9][C:4]([O:3][CH:2]([F:14])[F:1])=[C:5]([O:12][CH3:13])[CH:6]=1.